From a dataset of Catalyst prediction with 721,799 reactions and 888 catalyst types from USPTO. Predict which catalyst facilitates the given reaction. (1) The catalyst class is: 27. Reactant: [H-].[Al+3].[Li+].[H-].[H-].[H-].C[O:8][C:9]([C:11]1[N:12]([CH3:17])[N:13]=[C:14]([CH3:16])[CH:15]=1)=O. Product: [CH3:17][N:12]1[C:11]([CH2:9][OH:8])=[CH:15][C:14]([CH3:16])=[N:13]1. (2) Reactant: [F:1][C:2]1[CH:3]=[N:4][C:5]2[C:10]([C:11]=1[CH2:12][CH2:13][N:14]1[CH2:18][CH2:17][C@H:16]([CH2:19][NH2:20])[CH2:15]1)=[N:9][C:8]([O:21][CH3:22])=[CH:7][CH:6]=2.C(N(CC)CC)C.[O:30]=[C:31]1[NH:36][C:35]2[CH:37]=[C:38]([S:41](Cl)(=[O:43])=[O:42])[CH:39]=[CH:40][C:34]=2[S:33][CH2:32]1. The catalyst class is: 2. Product: [F:1][C:2]1[CH:3]=[N:4][C:5]2[C:10]([C:11]=1[CH2:12][CH2:13][N:14]1[CH2:18][CH2:17][C@H:16]([CH2:19][NH:20][S:41]([C:38]3[CH:39]=[CH:40][C:34]4[S:33][CH2:32][C:31](=[O:30])[NH:36][C:35]=4[CH:37]=3)(=[O:43])=[O:42])[CH2:15]1)=[N:9][C:8]([O:21][CH3:22])=[CH:7][CH:6]=2.